This data is from Forward reaction prediction with 1.9M reactions from USPTO patents (1976-2016). The task is: Predict the product of the given reaction. (1) Given the reactants [CH3:1][N:2]1[C:6]2[CH:7]=[CH:8][C:9]([C:11](O)=[O:12])=[CH:10][C:5]=2[N:4]=[C:3]1[NH:14][C:15]1[S:16][C:17]2[CH:23]=[C:22]([O:24][C:25]([F:28])([F:27])[F:26])[CH:21]=[CH:20][C:18]=2[N:19]=1.Cl.[F:30][CH2:31][CH2:32][NH2:33].C1C=CC(P(N=[N+]=[N-])(C2C=CC=CC=2)=O)=CC=1.CCN(C(C)C)C(C)C, predict the reaction product. The product is: [F:30][CH2:31][CH2:32][NH:33][C:11]([C:9]1[CH:8]=[CH:7][C:6]2[N:2]([CH3:1])[C:3]([NH:14][C:15]3[S:16][C:17]4[CH:23]=[C:22]([O:24][C:25]([F:28])([F:26])[F:27])[CH:21]=[CH:20][C:18]=4[N:19]=3)=[N:4][C:5]=2[CH:10]=1)=[O:12]. (2) Given the reactants [S:1]1[CH:5]=[CH:4][CH:3]=[C:2]1[S:6][CH2:7][CH2:8][NH:9][CH:10]1[CH2:15][CH2:14][N:13]([C:16](=[O:21])[C:17]([F:20])([F:19])[F:18])[CH2:12][CH2:11]1.[C:22](O[C:22]([O:24][C:25]([CH3:28])([CH3:27])[CH3:26])=[O:23])([O:24][C:25]([CH3:28])([CH3:27])[CH3:26])=[O:23], predict the reaction product. The product is: [C:25]([O:24][C:22](=[O:23])[N:9]([CH2:8][CH2:7][S:6][C:2]1[S:1][CH:5]=[CH:4][CH:3]=1)[CH:10]1[CH2:15][CH2:14][N:13]([C:16](=[O:21])[C:17]([F:20])([F:18])[F:19])[CH2:12][CH2:11]1)([CH3:28])([CH3:27])[CH3:26]. (3) The product is: [Si:16]([O:15][CH2:14][C@@H:4]1[CH2:3][C@@H:2]([OH:1])[CH2:6][N:5]1[C:7]([O:9][C:10]([CH3:11])([CH3:12])[CH3:13])=[O:8])([C:19]([CH3:22])([CH3:21])[CH3:20])([CH3:18])[CH3:17]. Given the reactants [OH:1][C@H:2]1[CH2:6][N:5]([C:7]([O:9][C:10]([CH3:13])([CH3:12])[CH3:11])=[O:8])[C@H:4]([CH2:14][OH:15])[CH2:3]1.[Si:16](Cl)([C:19]([CH3:22])([CH3:21])[CH3:20])([CH3:18])[CH3:17].C(N(CC)CC)C, predict the reaction product. (4) Given the reactants C([O:3][C:4](=O)[C:5]1[CH:10]=[C:9]([S:11]([CH3:14])(=[O:13])=[O:12])[CH:8]=[C:7]([NH2:15])[CH:6]=1)C.[H-].[Al+3].[Li+].[H-].[H-].[H-].Cl.[Cl-].[NH4+], predict the reaction product. The product is: [NH2:15][C:7]1[CH:6]=[C:5]([CH2:4][OH:3])[CH:10]=[C:9]([S:11]([CH3:14])(=[O:13])=[O:12])[CH:8]=1. (5) Given the reactants [CH:1]1([N:7]2[C:10](=[O:11])[C:9]([CH3:13])([CH3:12])[NH:8]2)[CH2:6][CH2:5][CH2:4][CH2:3][CH2:2]1.[Cl:14][C:15]1[C:22]([Cl:23])=[CH:21][CH:20]=[CH:19][C:16]=1[CH2:17]Br, predict the reaction product. The product is: [CH:1]1([N:7]2[C:10](=[O:11])[C:9]([CH3:13])([CH3:12])[N:8]2[CH2:17][C:16]2[CH:19]=[CH:20][CH:21]=[C:22]([Cl:23])[C:15]=2[Cl:14])[CH2:2][CH2:3][CH2:4][CH2:5][CH2:6]1.